This data is from Forward reaction prediction with 1.9M reactions from USPTO patents (1976-2016). The task is: Predict the product of the given reaction. (1) Given the reactants [NH2:1][C:2]1[N:6]([C@H:7]2[CH2:12][CH2:11][C@H:10]([OH:13])[CH2:9][CH2:8]2)[C:5]2[CH:14]=[CH:15][C:16]([C:18]([O:20][CH2:21][CH3:22])=[O:19])=[CH:17][C:4]=2[N:3]=1.CN(C)C=O.N1C=CN=C1.[Si:33](Cl)([C:36]([CH3:39])([CH3:38])[CH3:37])([CH3:35])[CH3:34], predict the reaction product. The product is: [NH2:1][C:2]1[N:6]([C@H:7]2[CH2:12][CH2:11][C@H:10]([O:13][Si:33]([C:36]([CH3:39])([CH3:38])[CH3:37])([CH3:35])[CH3:34])[CH2:9][CH2:8]2)[C:5]2[CH:14]=[CH:15][C:16]([C:18]([O:20][CH2:21][CH3:22])=[O:19])=[CH:17][C:4]=2[N:3]=1. (2) Given the reactants [CH3:1][CH:2]([C:14]1[CH:19]=[CH:18][C:17]([CH2:20][O:21][CH2:22][CH2:23][O:24][CH2:25][CH2:26][O:27][CH2:28][CH2:29][O:30][CH2:31][CH2:32][O:33]C2CCCCO2)=[CH:16][CH:15]=1)[CH2:3][CH2:4][CH2:5][CH2:6][CH2:7][CH2:8][CH2:9][CH2:10][CH2:11][CH2:12][CH3:13].CC1C=CC(S(O)(=O)=O)=CC=1.O, predict the reaction product. The product is: [CH3:1][CH:2]([C:14]1[CH:15]=[CH:16][C:17]([CH2:20][O:21][CH2:22][CH2:23][O:24][CH2:25][CH2:26][O:27][CH2:28][CH2:29][O:30][CH2:31][CH2:32][OH:33])=[CH:18][CH:19]=1)[CH2:3][CH2:4][CH2:5][CH2:6][CH2:7][CH2:8][CH2:9][CH2:10][CH2:11][CH2:12][CH3:13]. (3) Given the reactants C([O:9][CH2:10][CH2:11][CH2:12][CH2:13][CH2:14][C:15](N(CC)CC)(O)[C:16](=[O:23])[C:17]1[CH:22]=[CH:21][CH:20]=[CH:19][CH:18]=1)(=O)C1C=CC=CC=1.CCCCCC[O:36][C:37]([C:39]1[C:44]([C:45](C2C=CC(N(CC)CC)=CC=2O)=O)=[CH:43][CH:42]=[CH:41][CH:40]=1)=O, predict the reaction product. The product is: [CH3:45][CH2:44][CH2:43][CH2:42][CH2:41][CH2:40][CH2:39][CH2:37][O:36][C:12]1[CH:13]=[CH:14][C:15]([C:16]([C:17]2[CH:18]=[CH:19][CH:20]=[CH:21][CH:22]=2)=[O:23])=[C:10]([OH:9])[CH:11]=1. (4) Given the reactants [CH3:1][NH:2][C:3]1[C:8]([NH2:9])=[CH:7][C:6]([C:10]([F:13])([F:12])[F:11])=[CH:5][N:4]=1.[CH2:14]([S:16][C:17]1[C:22]([C:23](O)=[O:24])=[CH:21][N:20]=[C:19]([C:26]([F:29])([F:28])[F:27])[CH:18]=1)[CH3:15].CCN=C=NCCCN(C)C.Cl.C1C=CC2N(O)N=NC=2C=1, predict the reaction product. The product is: [CH3:1][NH:2][C:3]1[C:8]([NH:9][C:23]([C:22]2[CH:21]=[N:20][C:19]([C:26]([F:28])([F:29])[F:27])=[CH:18][C:17]=2[S:16][CH2:14][CH3:15])=[O:24])=[CH:7][C:6]([C:10]([F:13])([F:11])[F:12])=[CH:5][N:4]=1. (5) Given the reactants [OH:1][C:2]1[C:3]([CH3:18])=[C:4]2[C:9](=[C:10]([CH3:13])[C:11]=1[CH3:12])[O:8][C:7]([CH3:17])([C:14](O)=[O:15])[CH2:6][CH2:5]2.[H-].[H-].[H-].[H-].[Li+].[Al+3], predict the reaction product. The product is: [OH:15][CH2:14][C:7]1([CH3:17])[CH2:6][CH2:5][C:4]2[C:9](=[C:10]([CH3:13])[C:11]([CH3:12])=[C:2]([OH:1])[C:3]=2[CH3:18])[O:8]1.